This data is from Forward reaction prediction with 1.9M reactions from USPTO patents (1976-2016). The task is: Predict the product of the given reaction. (1) Given the reactants [CH2:1]([N:8]1[CH2:12][CH:11]([C:13]2[CH:18]=[C:17]([F:19])[C:16]([F:20])=[CH:15][C:14]=2[F:21])[CH:10]([N+:22]([O-])=O)[CH2:9]1)[C:2]1[CH:7]=[CH:6][CH:5]=[CH:4][CH:3]=1.CO.CC(O)=O.C(N(C(C)C)C(C)C)C.[CH3:40][C:41]([O:44][C:45](O[C:45]([O:44][C:41]([CH3:43])([CH3:42])[CH3:40])=[O:46])=[O:46])([CH3:43])[CH3:42], predict the reaction product. The product is: [CH2:1]([N:8]1[CH2:12][CH:11]([C:13]2[CH:18]=[C:17]([F:19])[C:16]([F:20])=[CH:15][C:14]=2[F:21])[CH:10]([NH:22][C:45](=[O:46])[O:44][C:41]([CH3:43])([CH3:42])[CH3:40])[CH2:9]1)[C:2]1[CH:7]=[CH:6][CH:5]=[CH:4][CH:3]=1. (2) Given the reactants FC(F)(F)C(O)=O.C(OC([NH:15][C:16]1[CH:21]=[CH:20][C:19]([CH2:22][C:23]([NH2:25])=[O:24])=[C:18]([N+:26]([O-:28])=[O:27])[CH:17]=1)=O)(C)(C)C.C(=O)([O-])[O-].[Na+].[Na+], predict the reaction product. The product is: [NH2:15][C:16]1[CH:21]=[CH:20][C:19]([CH2:22][C:23]([NH2:25])=[O:24])=[C:18]([N+:26]([O-:28])=[O:27])[CH:17]=1. (3) The product is: [C:1]([O:4][C@@H:5]1[C@@H:18]([O:19][C:20](=[O:22])[CH3:21])[C@H:17]([O:23][C:24](=[O:26])[CH3:25])[CH2:16][S:15][C@H:6]1[O:7][C:8]1[CH:9]=[N:10][CH:11]=[C:12]([C:31]2[CH:32]=[CH:33][C:28]([F:27])=[CH:29][C:30]=2[O:37][CH3:38])[CH:13]=1)(=[O:3])[CH3:2]. Given the reactants [C:1]([O:4][C@@H:5]1[C@@H:18]([O:19][C:20](=[O:22])[CH3:21])[C@H:17]([O:23][C:24](=[O:26])[CH3:25])[CH2:16][S:15][C@H:6]1[O:7][C:8]1[CH:9]=[N:10][CH:11]=[C:12](Br)[CH:13]=1)(=[O:3])[CH3:2].[F:27][C:28]1[CH:33]=[CH:32][C:31](B(O)O)=[C:30]([O:37][CH3:38])[CH:29]=1, predict the reaction product.